Dataset: Forward reaction prediction with 1.9M reactions from USPTO patents (1976-2016). Task: Predict the product of the given reaction. (1) Given the reactants [C:1]1(=[O:7])[O:6][C:4](=[O:5])[CH2:3][CH2:2]1.[CH3:8][CH:9]([CH2:11][CH2:12][CH2:13][C@H:14]([C@@H:16]1[C@:34]2([CH3:35])[C@H:19]([C@H:20]3[C@H:31]([CH2:32][CH2:33]2)[C@:29]2([CH3:30])[C:23]([CH2:24][C@H:25]([CH2:27][CH2:28]2)[OH:26])=[CH:22][CH2:21]3)[CH2:18][CH2:17]1)[CH3:15])[CH3:10].N1C=CC=CC=1, predict the reaction product. The product is: [C:1]([OH:6])(=[O:7])[CH2:2][CH2:3][C:4]([OH:26])=[O:5].[CH3:10][CH:9]([CH2:11][CH2:12][CH2:13][C@H:14]([C@@H:16]1[C@:34]2([CH3:35])[C@H:19]([C@H:20]3[C@H:31]([CH2:32][CH2:33]2)[C@:29]2([CH3:30])[C:23]([CH2:24][C@H:25]([CH2:27][CH2:28]2)[OH:26])=[CH:22][CH2:21]3)[CH2:18][CH2:17]1)[CH3:15])[CH3:8].[CH3:10][CH:9]([CH2:11][CH2:12][CH2:13][C@H:14]([C@@H:16]1[C@:34]2([CH3:35])[C@H:19]([C@H:20]3[C@H:31]([CH2:32][CH2:33]2)[C@:29]2([CH3:30])[C:23]([CH2:24][C@H:25]([CH2:27][CH2:28]2)[OH:26])=[CH:22][CH2:21]3)[CH2:18][CH2:17]1)[CH3:15])[CH3:8]. (2) Given the reactants [CH3:1][O:2][C:3]1[CH:8]=[CH:7][C:6]([C:9]2[CH:18]=[C:17]([C:19]([OH:21])=[O:20])[C:16]3[C:11](=[CH:12][CH:13]=[CH:14][CH:15]=3)[N:10]=2)=[CH:5][CH:4]=1.S(=O)(=O)(O)O.[CH3:27]O, predict the reaction product. The product is: [CH3:1][O:2][C:3]1[CH:8]=[CH:7][C:6]([C:9]2[CH:18]=[C:17]([C:19]([O:21][CH3:27])=[O:20])[C:16]3[C:11](=[CH:12][CH:13]=[CH:14][CH:15]=3)[N:10]=2)=[CH:5][CH:4]=1. (3) Given the reactants [CH3:1][O:2][C:3]([C:5]1([N:13]([OH:26])[C:14](=[O:25])[CH2:15][C:16]2[C:21]([CH3:22])=[CH:20][C:19]([CH3:23])=[CH:18][C:17]=2[CH3:24])[CH2:10][CH2:9][N:8]([O:11][CH3:12])[CH2:7][CH2:6]1)=[O:4].[H-].[Na+].[CH2:29](Br)[C:30]#[CH:31], predict the reaction product. The product is: [CH3:1][O:2][C:3]([C:5]1([N:13]([O:26][CH2:31][C:30]#[CH:29])[C:14](=[O:25])[CH2:15][C:16]2[C:17]([CH3:24])=[CH:18][C:19]([CH3:23])=[CH:20][C:21]=2[CH3:22])[CH2:6][CH2:7][N:8]([O:11][CH3:12])[CH2:9][CH2:10]1)=[O:4]. (4) Given the reactants [OH:1][C:2]1[C:11]2[C:6](=[CH:7][CH:8]=[CH:9][CH:10]=2)[N:5]=[CH:4][CH:3]=1.[F:12][C:13]1[CH:14]=[CH:15][C:16]([O:29][CH3:30])=[C:17]([C:19]([CH3:28])([CH3:27])[CH2:20][C:21]2([CH:24]([F:26])[F:25])[CH2:23][O:22]2)[CH:18]=1.C[Si]([N-][Si](C)(C)C)(C)C.[Na+], predict the reaction product. The product is: [F:26][CH:24]([F:25])[C:21]([OH:22])([CH2:20][C:19]([C:17]1[CH:18]=[C:13]([F:12])[CH:14]=[CH:15][C:16]=1[O:29][CH3:30])([CH3:28])[CH3:27])[CH2:23][N:5]1[C:6]2[C:11](=[CH:10][CH:9]=[CH:8][CH:7]=2)[C:2](=[O:1])[CH:3]=[CH:4]1. (5) Given the reactants C=[C:2]1[CH2:5][CH:4]([NH:6]C)[CH2:3]1.CC([O:12]C(OC(OC(C)(C)C)=O)=O)(C)C.CCN(C(C)C)C(C)C.[CH2:32]([Cl:34])[Cl:33], predict the reaction product. The product is: [NH2:6][CH:4]([CH:3]1[CH2:2][C:32]1([Cl:34])[Cl:33])[CH2:5][OH:12]. (6) Given the reactants Cl[C:2]1[C:3]([NH2:9])=[N:4][CH:5]=[N:6][C:7]=1Cl.[OH:10][CH2:11][CH:12]1[CH2:16][CH2:15][N:14]([C:17]([O:19]C(C)(C)C)=O)[CH2:13]1.[O:24]([C:31]1[CH:36]=[CH:35][C:34](B(O)O)=[CH:33][CH:32]=1)[C:25]1[CH:30]=[CH:29][CH:28]=[CH:27][CH:26]=1.[C:40](Cl)(=O)[CH:41]=C, predict the reaction product. The product is: [NH2:9][C:3]1[N:4]=[CH:5][N:6]=[C:7]([O:10][CH2:11][CH:12]2[CH2:16][CH2:15][N:14]([C:17](=[O:19])[CH:40]=[CH2:41])[CH2:13]2)[C:2]=1[C:28]1[CH:29]=[CH:30][C:25]([O:24][C:31]2[CH:36]=[CH:35][CH:34]=[CH:33][CH:32]=2)=[CH:26][CH:27]=1. (7) Given the reactants Br[C:2]1[CH:3]=[CH:4][CH:5]=[C:6]2[C:10]=1[N:9]([CH2:11][C:12]1[CH:21]=[CH:20][C:15]([C:16]([O:18]C)=[O:17])=[CH:14][CH:13]=1)[C:8]([C:22]([F:25])([F:24])[F:23])=[C:7]2[CH2:26][CH2:27][CH2:28][O:29][C:30]1[CH:35]=[C:34]([CH3:36])[C:33]([Cl:37])=[C:32]([CH3:38])[CH:31]=1.[CH3:39][N:40]1[C:44]([CH3:45])=[C:43](B2OC(C)(C)C(C)(C)O2)[C:42]([CH3:55])=[N:41]1, predict the reaction product. The product is: [Cl:37][C:33]1[C:32]([CH3:38])=[CH:31][C:30]([O:29][CH2:28][CH2:27][CH2:26][C:7]2[C:6]3[C:10](=[C:2]([C:43]4[C:42]([CH3:55])=[N:41][N:40]([CH3:39])[C:44]=4[CH3:45])[CH:3]=[CH:4][CH:5]=3)[N:9]([CH2:11][C:12]3[CH:21]=[CH:20][C:15]([C:16]([OH:18])=[O:17])=[CH:14][CH:13]=3)[C:8]=2[C:22]([F:24])([F:25])[F:23])=[CH:35][C:34]=1[CH3:36].